This data is from Reaction yield outcomes from USPTO patents with 853,638 reactions. The task is: Predict the reaction yield, written as a fraction of the theoretical maximum amount of product (1.0 means a 100% yield; for example, 0.34 means a 34% yield). (1) The reactants are [Cl:1][C:2]1[N:7]=[CH:6][N:5]=[C:4]([NH:8][CH2:9][C:10]2[CH:15]=[CH:14][C:13]([O:16][CH3:17])=[CH:12][CH:11]=2)[C:3]=1[CH2:18][CH2:19]Cl.CN(C=O)C. The catalyst is O. The product is [Cl:1][C:2]1[C:3]2[CH2:18][CH2:19][N:8]([CH2:9][C:10]3[CH:15]=[CH:14][C:13]([O:16][CH3:17])=[CH:12][CH:11]=3)[C:4]=2[N:5]=[CH:6][N:7]=1. The yield is 0.950. (2) The reactants are [CH3:1][C:2]1[C:14]([CH3:15])=[CH:13][CH:12]=[CH:11][C:3]=1[O:4][C:5]([CH3:10])([CH3:9])[C:6]([OH:8])=O.CN(C=O)C.C(Cl)(=O)C(Cl)=O.[Cl-].[Al+3].[Cl-].[Cl-]. The catalyst is C1COCC1.O. The product is [CH3:9][C:5]1([CH3:10])[C:6](=[O:8])[C:11]2[CH:12]=[CH:13][C:14]([CH3:15])=[C:2]([CH3:1])[C:3]=2[O:4]1. The yield is 0.710. (3) The reactants are [Br:1][C:2]1[CH:6]=[N:5][N:4]([CH3:7])[C:3]=1[C:8]1[CH:9]=[C:10]([NH2:16])[CH:11]=[CH:12][C:13]=1[O:14][CH3:15].[Cl:17][C:18]1[CH:23]=[CH:22][C:21]([N:24]=[C:25]=[O:26])=[CH:20][CH:19]=1. The catalyst is C(Cl)Cl. The product is [Br:1][C:2]1[CH:6]=[N:5][N:4]([CH3:7])[C:3]=1[C:8]1[CH:9]=[C:10]([NH:16][C:25]([NH:24][C:21]2[CH:22]=[CH:23][C:18]([Cl:17])=[CH:19][CH:20]=2)=[O:26])[CH:11]=[CH:12][C:13]=1[O:14][CH3:15]. The yield is 0.840.